From a dataset of NCI-60 drug combinations with 297,098 pairs across 59 cell lines. Regression. Given two drug SMILES strings and cell line genomic features, predict the synergy score measuring deviation from expected non-interaction effect. (1) Drug 1: CC1=C2C(C(=O)C3(C(CC4C(C3C(C(C2(C)C)(CC1OC(=O)C(C(C5=CC=CC=C5)NC(=O)OC(C)(C)C)O)O)OC(=O)C6=CC=CC=C6)(CO4)OC(=O)C)OC)C)OC. Drug 2: C1CC(=O)NC(=O)C1N2C(=O)C3=CC=CC=C3C2=O. Cell line: HOP-62. Synergy scores: CSS=29.6, Synergy_ZIP=0.558, Synergy_Bliss=-1.69, Synergy_Loewe=-28.2, Synergy_HSA=-0.705. (2) Drug 1: CNC(=O)C1=CC=CC=C1SC2=CC3=C(C=C2)C(=NN3)C=CC4=CC=CC=N4. Drug 2: CC1C(C(CC(O1)OC2CC(CC3=C2C(=C4C(=C3O)C(=O)C5=C(C4=O)C(=CC=C5)OC)O)(C(=O)CO)O)N)O.Cl. Cell line: KM12. Synergy scores: CSS=36.3, Synergy_ZIP=-1.93, Synergy_Bliss=-1.39, Synergy_Loewe=0.577, Synergy_HSA=1.35. (3) Drug 1: C1=NC2=C(N=C(N=C2N1C3C(C(C(O3)CO)O)F)Cl)N. Drug 2: CC1C(C(CC(O1)OC2CC(CC3=C2C(=C4C(=C3O)C(=O)C5=CC=CC=C5C4=O)O)(C(=O)C)O)N)O. Cell line: T-47D. Synergy scores: CSS=36.2, Synergy_ZIP=-5.16, Synergy_Bliss=-5.54, Synergy_Loewe=-10.4, Synergy_HSA=-2.49. (4) Drug 1: COC1=NC(=NC2=C1N=CN2C3C(C(C(O3)CO)O)O)N. Drug 2: CC12CCC3C(C1CCC2O)C(CC4=C3C=CC(=C4)O)CCCCCCCCCS(=O)CCCC(C(F)(F)F)(F)F. Cell line: OVCAR-8. Synergy scores: CSS=28.2, Synergy_ZIP=2.10, Synergy_Bliss=1.60, Synergy_Loewe=-9.37, Synergy_HSA=-0.466. (5) Drug 1: CC1=CC2C(CCC3(C2CCC3(C(=O)C)OC(=O)C)C)C4(C1=CC(=O)CC4)C. Drug 2: CC1=C(N=C(N=C1N)C(CC(=O)N)NCC(C(=O)N)N)C(=O)NC(C(C2=CN=CN2)OC3C(C(C(C(O3)CO)O)O)OC4C(C(C(C(O4)CO)O)OC(=O)N)O)C(=O)NC(C)C(C(C)C(=O)NC(C(C)O)C(=O)NCCC5=NC(=CS5)C6=NC(=CS6)C(=O)NCCC[S+](C)C)O. Cell line: UO-31. Synergy scores: CSS=9.42, Synergy_ZIP=-3.21, Synergy_Bliss=-1.76, Synergy_Loewe=-57.5, Synergy_HSA=-0.0842. (6) Drug 1: CC12CCC3C(C1CCC2O)C(CC4=C3C=CC(=C4)O)CCCCCCCCCS(=O)CCCC(C(F)(F)F)(F)F. Drug 2: C1=CN(C=N1)CC(O)(P(=O)(O)O)P(=O)(O)O. Cell line: HCC-2998. Synergy scores: CSS=2.42, Synergy_ZIP=-1.87, Synergy_Bliss=-0.920, Synergy_Loewe=-1.15, Synergy_HSA=-1.19. (7) Drug 1: C(CC(=O)O)C(=O)CN.Cl. Drug 2: CCN(CC)CCCC(C)NC1=C2C=C(C=CC2=NC3=C1C=CC(=C3)Cl)OC. Cell line: HL-60(TB). Synergy scores: CSS=13.5, Synergy_ZIP=1.63, Synergy_Bliss=3.56, Synergy_Loewe=0.201, Synergy_HSA=5.36. (8) Drug 1: CN(C)C1=NC(=NC(=N1)N(C)C)N(C)C. Cell line: SN12C. Synergy scores: CSS=-0.696, Synergy_ZIP=3.70, Synergy_Bliss=6.87, Synergy_Loewe=-0.118, Synergy_HSA=0.258. Drug 2: CC1=C(C=C(C=C1)NC(=O)C2=CC=C(C=C2)CN3CCN(CC3)C)NC4=NC=CC(=N4)C5=CN=CC=C5. (9) Drug 1: C1=CC(=CC=C1CC(C(=O)O)N)N(CCCl)CCCl.Cl. Drug 2: CCCS(=O)(=O)NC1=C(C(=C(C=C1)F)C(=O)C2=CNC3=C2C=C(C=N3)C4=CC=C(C=C4)Cl)F. Cell line: BT-549. Synergy scores: CSS=0.0770, Synergy_ZIP=-2.82, Synergy_Bliss=0.729, Synergy_Loewe=-8.77, Synergy_HSA=-2.23. (10) Drug 1: CC(CN1CC(=O)NC(=O)C1)N2CC(=O)NC(=O)C2. Drug 2: CCC1(CC2CC(C3=C(CCN(C2)C1)C4=CC=CC=C4N3)(C5=C(C=C6C(=C5)C78CCN9C7C(C=CC9)(C(C(C8N6C)(C(=O)OC)O)OC(=O)C)CC)OC)C(=O)OC)O.OS(=O)(=O)O. Cell line: HCT-15. Synergy scores: CSS=31.0, Synergy_ZIP=-7.74, Synergy_Bliss=-2.25, Synergy_Loewe=-1.78, Synergy_HSA=-1.77.